Dataset: Reaction yield outcomes from USPTO patents with 853,638 reactions. Task: Predict the reaction yield, written as a fraction of the theoretical maximum amount of product (1.0 means a 100% yield; for example, 0.34 means a 34% yield). The reactants are [OH:1][C@@H:2]1[C@H:6]([OH:7])[C@@H:5]([CH2:8][OH:9])[O:4][C@H:3]1[N:10]1[CH:18]=[N:17][C:16]2[C:11]1=[N:12][CH:13]=[N:14][C:15]=2[NH:19][C:20](=[O:27])[C:21]1[CH:26]=[CH:25][CH:24]=[CH:23][CH:22]=1.CO[C:30](OC)([CH3:32])[CH3:31].O.C1(C)C=CC(S(O)(=O)=O)=CC=1.C(=O)(O)[O-].[Na+]. The catalyst is CC(C)=O. The product is [OH:9][CH2:8][C@@H:5]1[C@H:6]2[O:7][C:30]([CH3:32])([CH3:31])[O:1][C@H:2]2[C@H:3]([N:10]2[CH:18]=[N:17][C:16]3[C:11]2=[N:12][CH:13]=[N:14][C:15]=3[NH:19][C:20](=[O:27])[C:21]2[CH:22]=[CH:23][CH:24]=[CH:25][CH:26]=2)[O:4]1. The yield is 0.590.